From a dataset of Full USPTO retrosynthesis dataset with 1.9M reactions from patents (1976-2016). Predict the reactants needed to synthesize the given product. (1) Given the product [F:1][C:2]([F:9])([F:8])[C:3]1[CH:4]=[N:5][N:6]([C:13]2[CH:18]=[CH:17][CH:16]=[C:15]([O:19][C:20]3[CH:21]=[C:22]([C:25]([F:26])([F:27])[F:28])[S:23][CH:24]=3)[N:14]=2)[CH:7]=1, predict the reactants needed to synthesize it. The reactants are: [F:1][C:2]([F:9])([F:8])[C:3]1[CH:4]=[N:5][NH:6][CH:7]=1.[H-].[Na+].F[C:13]1[CH:18]=[CH:17][CH:16]=[C:15]([O:19][C:20]2[CH:21]=[C:22]([C:25]([F:28])([F:27])[F:26])[S:23][CH:24]=2)[N:14]=1.O. (2) Given the product [CH3:14][NH:15][C:2]1[CH:10]=[CH:9][C:5]([C:6]([OH:8])=[O:7])=[CH:4][C:3]=1[N+:11]([O-:13])=[O:12], predict the reactants needed to synthesize it. The reactants are: F[C:2]1[CH:10]=[CH:9][C:5]([C:6]([OH:8])=[O:7])=[CH:4][C:3]=1[N+:11]([O-:13])=[O:12].[CH3:14][NH2:15]. (3) Given the product [ClH:5].[Cl:7][C:8]1[CH:31]=[CH:30][C:11]([NH:12][C:13]2[C:22]3[C:17](=[CH:18][C:19]([O:25][CH2:26][CH2:1][N:2]([CH3:6])[C:3]([N:35]([CH3:36])[CH3:33])=[O:4])=[C:20]([O:23][CH3:24])[CH:21]=3)[N:16]=[CH:15][N:14]=2)=[C:10]([F:32])[CH:9]=1, predict the reactants needed to synthesize it. The reactants are: [CH3:1][N:2]([CH3:6])[C:3]([Cl:5])=[O:4].[Cl:7][C:8]1[CH:31]=[CH:30][C:11]([NH:12][C:13]2[C:22]3[C:17](=[CH:18][C:19]([O:25][CH2:26]CNC)=[C:20]([O:23][CH3:24])[CH:21]=3)[N:16]=[CH:15][N:14]=2)=[C:10]([F:32])[CH:9]=1.[CH2:33]([N:35](CC)[CH2:36]C)C.